Dataset: Experimentally validated miRNA-target interactions with 360,000+ pairs, plus equal number of negative samples. Task: Binary Classification. Given a miRNA mature sequence and a target amino acid sequence, predict their likelihood of interaction. (1) The miRNA is hsa-miR-186-5p with sequence CAAAGAAUUCUCCUUUUGGGCU. The protein sequence of the target gene is MKKFFQEFKADIKFKSAGPGQKLKESVGEKAHKEKPNQPAPRPPRQGPTNEAQMAAAAALARLEQKQSRAWGPTSQDTIRNQVRKELQAEATVSGSPEAPGTNVVSEPREEGSAHLAVPGVYFTCPLTGATLRKDQRDACIKEAILLHFSTDPVAASIMKIYTFNKDQDRVKLGVDTIAKYLDNIHLHPEEEKYRKIKLQNKVFQERINCLEGTHEFFEAIGFQKVLLPAQDQEDPEEFYVLSETTLAQPQSLERHKEQLLAAEPVRAKLDRQRRVFQPSPLASQFELPGDFFNLTAEEI.... Result: 1 (interaction). (2) The miRNA is hsa-miR-941 with sequence CACCCGGCUGUGUGCACAUGUGC. The protein sequence of the target gene is MPFYRRTVVPQRLCPRNPPQQLAELRDVSHLAALSLLRQLADLCGHSLALLEDLEGHLLALGRRTDSLYRRTVRLRRRLPCRLLGPEEDEEELAAANSGRENATATAHSRSSWRQPVNVFLSSGRPPSVEELLREAQLNLQSLLQEEYEEQYSEARLVGQTFRSSDEATKPTPNPRPQSARRLEFILMPTKRQLSEDETTTQGVRAPEASLSLSTTADKQTAWNSLFPLPILEEKRWPQLCSTQSDIVPINISGQQFDKHASLRHSLFNTETAVNPKSTLRRRRTIIGFSNFSQRDQGHS.... Result: 0 (no interaction).